From a dataset of NCI-60 drug combinations with 297,098 pairs across 59 cell lines. Regression. Given two drug SMILES strings and cell line genomic features, predict the synergy score measuring deviation from expected non-interaction effect. (1) Drug 1: C1CCN(CC1)CCOC2=CC=C(C=C2)C(=O)C3=C(SC4=C3C=CC(=C4)O)C5=CC=C(C=C5)O. Drug 2: CC1=C(C=C(C=C1)C(=O)NC2=CC(=CC(=C2)C(F)(F)F)N3C=C(N=C3)C)NC4=NC=CC(=N4)C5=CN=CC=C5. Cell line: KM12. Synergy scores: CSS=-10.6, Synergy_ZIP=0.965, Synergy_Bliss=0.415, Synergy_Loewe=-9.14, Synergy_HSA=-8.44. (2) Drug 1: CC(C1=C(C=CC(=C1Cl)F)Cl)OC2=C(N=CC(=C2)C3=CN(N=C3)C4CCNCC4)N. Drug 2: CC12CCC(CC1=CCC3C2CCC4(C3CC=C4C5=CN=CC=C5)C)O. Cell line: TK-10. Synergy scores: CSS=3.68, Synergy_ZIP=0.515, Synergy_Bliss=3.76, Synergy_Loewe=2.20, Synergy_HSA=2.61. (3) Drug 1: C1CCN(CC1)CCOC2=CC=C(C=C2)C(=O)C3=C(SC4=C3C=CC(=C4)O)C5=CC=C(C=C5)O. Drug 2: C1=NC2=C(N1)C(=S)N=C(N2)N. Cell line: HCT-15. Synergy scores: CSS=66.5, Synergy_ZIP=1.70, Synergy_Bliss=0.962, Synergy_Loewe=-4.16, Synergy_HSA=1.49. (4) Drug 1: CCN(CC)CCNC(=O)C1=C(NC(=C1C)C=C2C3=C(C=CC(=C3)F)NC2=O)C. Drug 2: CNC(=O)C1=NC=CC(=C1)OC2=CC=C(C=C2)NC(=O)NC3=CC(=C(C=C3)Cl)C(F)(F)F. Cell line: SNB-19. Synergy scores: CSS=8.73, Synergy_ZIP=-2.20, Synergy_Bliss=-0.787, Synergy_Loewe=4.46, Synergy_HSA=-0.341. (5) Drug 1: CC(C1=C(C=CC(=C1Cl)F)Cl)OC2=C(N=CC(=C2)C3=CN(N=C3)C4CCNCC4)N. Drug 2: CC(C)CN1C=NC2=C1C3=CC=CC=C3N=C2N. Cell line: MCF7. Synergy scores: CSS=-2.42, Synergy_ZIP=-1.29, Synergy_Bliss=-1.41, Synergy_Loewe=-9.51, Synergy_HSA=-3.92. (6) Drug 1: C1=CC(=CC=C1CCCC(=O)O)N(CCCl)CCCl. Drug 2: CC1=C(C=C(C=C1)NC(=O)C2=CC=C(C=C2)CN3CCN(CC3)C)NC4=NC=CC(=N4)C5=CN=CC=C5. Cell line: ACHN. Synergy scores: CSS=39.9, Synergy_ZIP=-0.756, Synergy_Bliss=-3.17, Synergy_Loewe=-7.75, Synergy_HSA=-5.51.